From a dataset of Reaction yield outcomes from USPTO patents with 853,638 reactions. Predict the reaction yield, written as a fraction of the theoretical maximum amount of product (1.0 means a 100% yield; for example, 0.34 means a 34% yield). The reactants are Br[C:2]1[CH:7]=[CH:6][C:5]([CH2:8][CH2:9][CH2:10][CH3:11])=[CH:4][CH:3]=1.C([Li])CCC.[CH2:17]([N:24]1[CH2:29][CH2:28][C:27](=[O:30])[CH2:26][CH2:25]1)[C:18]1[CH:23]=[CH:22][CH:21]=[CH:20][CH:19]=1. The catalyst is C1COCC1. The product is [CH2:17]([N:24]1[CH2:29][CH2:28][C:27]([C:2]2[CH:7]=[CH:6][C:5]([CH2:8][CH2:9][CH2:10][CH3:11])=[CH:4][CH:3]=2)([OH:30])[CH2:26][CH2:25]1)[C:18]1[CH:19]=[CH:20][CH:21]=[CH:22][CH:23]=1. The yield is 0.680.